From a dataset of Reaction yield outcomes from USPTO patents with 853,638 reactions. Predict the reaction yield, written as a fraction of the theoretical maximum amount of product (1.0 means a 100% yield; for example, 0.34 means a 34% yield). (1) The reactants are Cl[C:2]1[N:7]=[C:6]([C:8]2[C:16]3[C:11](=[CH:12][CH:13]=[CH:14][CH:15]=3)[N:10]([S:17]([C:20]3[CH:25]=[CH:24][CH:23]=[CH:22][CH:21]=3)(=[O:19])=[O:18])[CH:9]=2)[C:5]([Cl:26])=[CH:4][N:3]=1.[NH2:27][CH:28]1[CH2:33][CH2:32][CH2:31][N:30]([C:34]([C:36]2[CH:41]=[CH:40][C:39]([NH:42][C:43](=[O:49])[O:44][C:45]([CH3:48])([CH3:47])[CH3:46])=[CH:38][CH:37]=2)=[O:35])[CH2:29]1.CCN(C(C)C)C(C)C. The catalyst is CN1C(=O)CCC1.CCOC(C)=O. The product is [Cl:26][C:5]1[C:6]([C:8]2[C:16]3[C:11](=[CH:12][CH:13]=[CH:14][CH:15]=3)[N:10]([S:17]([C:20]3[CH:25]=[CH:24][CH:23]=[CH:22][CH:21]=3)(=[O:18])=[O:19])[CH:9]=2)=[N:7][C:2]([NH:27][CH:28]2[CH2:33][CH2:32][CH2:31][N:30]([C:34]([C:36]3[CH:41]=[CH:40][C:39]([NH:42][C:43](=[O:49])[O:44][C:45]([CH3:47])([CH3:46])[CH3:48])=[CH:38][CH:37]=3)=[O:35])[CH2:29]2)=[N:3][CH:4]=1. The yield is 0.640. (2) The reactants are [Br:1][CH2:2][CH2:3][CH2:4][CH2:5][CH2:6][CH2:7][CH2:8][CH2:9][CH2:10][OH:11].C(=O)(O)[O-].[Na+].[Br-].[K+].S(=O)(O)[O-].[Na+]. The catalyst is O.ClCCl. The product is [Br:1][CH2:2][CH2:3][CH2:4][CH2:5][CH2:6][CH2:7][CH2:8][CH2:9][CH:10]=[O:11]. The yield is 0.940. (3) The reactants are ClC(=O)C(OC)=O.[C:8]([O:12][C:13]([N:15]1[CH2:20][CH2:19][C:18]([C:22]2[CH:27]=[CH:26][CH:25]=[CH:24][C:23]=2[S:28][C:29]2[CH:34]=[CH:33][C:32]([CH3:35])=[CH:31][CH:30]=2)(O)[CH2:17][CH2:16]1)=[O:14])([CH3:11])([CH3:10])[CH3:9].CCCC[SnH](CCCC)CCCC.CC(N=NC(C#N)(C)C)(C#N)C. The catalyst is CN(C)C1C=CN=CC=1.C(OCC)(=O)C.C(Cl)(Cl)Cl.CC#N. The product is [C:8]([O:12][C:13]([N:15]1[CH2:20][CH2:19][CH:18]([C:22]2[CH:27]=[CH:26][CH:25]=[CH:24][C:23]=2[S:28][C:29]2[CH:34]=[CH:33][C:32]([CH3:35])=[CH:31][CH:30]=2)[CH2:17][CH2:16]1)=[O:14])([CH3:11])([CH3:10])[CH3:9]. The yield is 0.670. (4) The reactants are [OH:1][C:2]1([C:9]2[CH:14]=[CH:13][C:12]([I:15])=[CH:11][CH:10]=2)[CH2:7][CH2:6][C:5](=O)[CH2:4][CH2:3]1.[NH:16]1[CH2:20][CH2:19][C@@H:18]([NH:21][C:22]([CH2:24][NH:25][C:26](=[O:37])[C:27]2[CH:32]=[CH:31][CH:30]=[C:29]([C:33]([F:36])([F:35])[F:34])[CH:28]=2)=[O:23])[CH2:17]1.[BH-](OC(C)=O)(OC(C)=O)OC(C)=O.[Na+]. The catalyst is C(Cl)Cl. The product is [OH:1][C:2]1([C:9]2[CH:14]=[CH:13][C:12]([I:15])=[CH:11][CH:10]=2)[CH2:7][CH2:6][CH:5]([N:16]2[CH2:20][CH2:19][C@@H:18]([NH:21][C:22](=[O:23])[CH2:24][NH:25][C:26](=[O:37])[C:27]3[CH:32]=[CH:31][CH:30]=[C:29]([C:33]([F:34])([F:36])[F:35])[CH:28]=3)[CH2:17]2)[CH2:4][CH2:3]1. The yield is 0.363. (5) The reactants are Br[C:2]1[N:7]=[CH:6][C:5]([OH:8])=[CH:4][CH:3]=1.[CH3:9][S:10]([C:13]1[CH:18]=[CH:17][C:16](B(O)O)=[CH:15][CH:14]=1)(=[O:12])=[O:11].C([O-])([O-])=O.[Na+].[Na+].COCCOC. The catalyst is ClCCl.O.C1C=CC([P]([Pd]([P](C2C=CC=CC=2)(C2C=CC=CC=2)C2C=CC=CC=2)([P](C2C=CC=CC=2)(C2C=CC=CC=2)C2C=CC=CC=2)[P](C2C=CC=CC=2)(C2C=CC=CC=2)C2C=CC=CC=2)(C2C=CC=CC=2)C2C=CC=CC=2)=CC=1. The product is [CH3:9][S:10]([C:13]1[CH:18]=[CH:17][C:16]([C:2]2[N:7]=[CH:6][C:5]([OH:8])=[CH:4][CH:3]=2)=[CH:15][CH:14]=1)(=[O:12])=[O:11]. The yield is 0.680. (6) The reactants are [Cl:1][C:2]1[CH:3]=[C:4]([CH:9]=[C:10]([Cl:13])[C:11]=1[OH:12])[C:5]([O:7][CH3:8])=[O:6].[C:14]([O:18][C:19]([N:21]1[CH2:27][CH2:26][CH2:25][C@H:22]1[CH2:23]O)=[O:20])([CH3:17])([CH3:16])[CH3:15].C1C=CC(P(C2C=CC=CC=2)C2C=CC=CC=2)=CC=1.CC(OC(/N=N/C(OC(C)C)=O)=O)C. The catalyst is C1COCC1. The product is [C:14]([O:18][C:19]([N:21]1[CH2:27][CH2:26][CH2:25][CH:22]1[CH2:23][O:12][C:11]1[C:2]([Cl:1])=[CH:3][C:4]([C:5]([O:7][CH3:8])=[O:6])=[CH:9][C:10]=1[Cl:13])=[O:20])([CH3:17])([CH3:15])[CH3:16]. The yield is 0.900. (7) The reactants are [NH2:1][C:2]1([C:6]2[CH:11]=[CH:10][C:9]([C:12]3[N:13]=[C:14]4[CH:19]=[C:18](/[CH:20]=[CH:21]/[C:22]([NH2:24])=[O:23])[CH:17]=[CH:16][N:15]4[C:25]=3[C:26]3[CH:31]=[CH:30][CH:29]=[CH:28][CH:27]=3)=[CH:8][CH:7]=2)[CH2:5][CH2:4][CH2:3]1. The catalyst is [Pd].CO. The product is [NH2:1][C:2]1([C:6]2[CH:7]=[CH:8][C:9]([C:12]3[N:13]=[C:14]4[CH:19]=[C:18]([CH2:20][CH2:21][C:22]([NH2:24])=[O:23])[CH:17]=[CH:16][N:15]4[C:25]=3[C:26]3[CH:31]=[CH:30][CH:29]=[CH:28][CH:27]=3)=[CH:10][CH:11]=2)[CH2:3][CH2:4][CH2:5]1. The yield is 0.170. (8) The reactants are [Cl:1][CH:2]([Cl:17])[S:3][C:4]1[C:13](=[O:14])[C:12]2[C:7](=[CH:8][C:9]([F:15])=[CH:10][CH:11]=2)[N:6]([CH3:16])[CH:5]=1.C1C=C(Cl)C=C(C(OO)=[O:26])C=1. The catalyst is C(Cl)Cl. The product is [Cl:17][CH:2]([Cl:1])[S:3]([C:4]1[C:13](=[O:14])[C:12]2[C:7](=[CH:8][C:9]([F:15])=[CH:10][CH:11]=2)[N:6]([CH3:16])[CH:5]=1)=[O:26]. The yield is 0.500. (9) The reactants are [NH2-].[Na+].[C:3]1([C:9]2[N:10]=[C:11]([CH2:14][C:15]#[N:16])[S:12][CH:13]=2)[CH:8]=[CH:7][CH:6]=[CH:5][CH:4]=1.Cl.Cl[CH2:19][CH2:20][N:21]([CH2:23][CH2:24]Cl)[CH3:22].N. The catalyst is C1(C)C=CC=CC=1.O. The product is [CH3:22][N:21]1[CH2:23][CH2:24][C:14]([C:11]2[S:12][CH:13]=[C:9]([C:3]3[CH:4]=[CH:5][CH:6]=[CH:7][CH:8]=3)[N:10]=2)([C:15]#[N:16])[CH2:19][CH2:20]1. The yield is 0.170.